This data is from Reaction yield outcomes from USPTO patents with 853,638 reactions. The task is: Predict the reaction yield, written as a fraction of the theoretical maximum amount of product (1.0 means a 100% yield; for example, 0.34 means a 34% yield). (1) The reactants are [F:1][C:2]([F:12])([F:11])[C:3]1[CH:4]=[CH:5][C:6]([CH2:9]O)=[N:7][CH:8]=1.C1(P(C2C=CC=CC=2)C2C=CC=CC=2)C=CC=CC=1.C(Br)(Br)(Br)[Br:33]. The catalyst is ClCCl. The product is [Br:33][CH2:9][C:6]1[CH:5]=[CH:4][C:3]([C:2]([F:12])([F:11])[F:1])=[CH:8][N:7]=1. The yield is 0.730. (2) The reactants are [H-].[Al+3].[Li+].[H-].[H-].[H-].C(OCC)C.[CH3:12][C:13]([CH3:34])([CH:16]([C:28]1[CH:33]=[CH:32][N:31]=[CH:30][CH:29]=1)OS(C1C=CC(C)=CC=1)(=O)=O)[C:14]#[N:15].[OH-].[Na+]. The catalyst is O1CCCC1.O. The product is [CH3:12][C:13]([CH3:34])([CH2:16][C:28]1[CH:33]=[CH:32][N:31]=[CH:30][CH:29]=1)[CH2:14][NH2:15]. The yield is 0.280.